Dataset: Forward reaction prediction with 1.9M reactions from USPTO patents (1976-2016). Task: Predict the product of the given reaction. (1) Given the reactants [NH2:1][C:2]1[CH:3]=[C:4]([C:14]([NH:16][C:17]2[CH:22]=[CH:21][CH:20]=[C:19]([Cl:23])[C:18]=2[CH3:24])=[O:15])[C:5]2[N:9]=[C:8]([N:10]([CH3:12])[CH3:11])[NH:7][C:6]=2[CH:13]=1.C(N(CC)C(C)C)(C)C.[Cl:34][C:35]1[CH:43]=[CH:42][CH:41]=[C:40]([F:44])[C:36]=1[C:37](Cl)=[O:38], predict the reaction product. The product is: [Cl:34][C:35]1[CH:43]=[CH:42][CH:41]=[C:40]([F:44])[C:36]=1[C:37]([NH:1][C:2]1[CH:3]=[C:4]([C:14]([NH:16][C:17]2[CH:22]=[CH:21][CH:20]=[C:19]([Cl:23])[C:18]=2[CH3:24])=[O:15])[C:5]2[N:9]=[C:8]([N:10]([CH3:11])[CH3:12])[NH:7][C:6]=2[CH:13]=1)=[O:38]. (2) The product is: [CH2:1]([CH:8]1[CH2:20][CH2:19][C:11](=[O:12])[CH2:10][CH2:9]1)[C:2]1[CH:7]=[CH:6][CH:5]=[CH:4][CH:3]=1. Given the reactants [CH2:1]([C:8]1(O)[CH2:20][CH2:19][C:11]2(OCC(C)(C)C[O:12]2)[CH2:10][CH2:9]1)[C:2]1[CH:7]=[CH:6][CH:5]=[CH:4][CH:3]=1.O.C1(C)C=CC(S(O)(=O)=O)=CC=1, predict the reaction product. (3) Given the reactants [NH2:1][C:2]1[CH:7]=[C:6]([NH2:8])[CH:5]=[CH:4][C:3]=1[CH3:9].C(N(C(C)C)CC)(C)C.Cl.Cl.[CH3:21][N:22]1[CH2:27][CH2:26][N:25]([CH2:28][C:29]2[CH:37]=[CH:36][C:32]([C:33](Cl)=[O:34])=[CH:31][C:30]=2[C:38]([F:41])([F:40])[F:39])[CH2:24][CH2:23]1, predict the reaction product. The product is: [CH3:21][N:22]1[CH2:23][CH2:24][N:25]([CH2:28][C:29]2[CH:37]=[CH:36][C:32]([C:33]([NH:8][C:6]3[CH:5]=[CH:4][C:3]([CH3:9])=[C:2]([NH2:1])[CH:7]=3)=[O:34])=[CH:31][C:30]=2[C:38]([F:41])([F:39])[F:40])[CH2:26][CH2:27]1. (4) Given the reactants [Cl:1][C:2]1[CH:7]=[CH:6][C:5](/[CH:8]=[CH:9]/[C:10]([NH:12][C@@H:13]([CH2:28][C:29]2[CH:34]=[CH:33][CH:32]=[CH:31][N:30]=2)[C:14]([NH:16][CH2:17][C:18]([O:20]CC2C=CC=CC=2)=[O:19])=[O:15])=[O:11])=[CH:4][CH:3]=1.[OH-].[Na+], predict the reaction product. The product is: [Cl:1][C:2]1[CH:7]=[CH:6][C:5](/[CH:8]=[CH:9]/[C:10]([NH:12][C@@H:13]([CH2:28][C:29]2[CH:34]=[CH:33][CH:32]=[CH:31][N:30]=2)[C:14]([NH:16][CH2:17][C:18]([OH:20])=[O:19])=[O:15])=[O:11])=[CH:4][CH:3]=1. (5) Given the reactants [CH2:1]=[C:2]1[CH2:11][CH2:10][CH2:9][C:4]2([CH2:8][CH2:7][CH2:6][CH2:5]2)[CH:3]1[C:12]([OH:14])=[O:13].C([O-])([O-])=O.[K+].[K+].[CH2:21](I)[CH3:22].Cl, predict the reaction product. The product is: [CH2:1]=[C:2]1[CH2:11][CH2:10][CH2:9][C:4]2([CH2:8][CH2:7][CH2:6][CH2:5]2)[CH:3]1[C:12]([O:14][CH2:21][CH3:22])=[O:13]. (6) The product is: [CH3:20][N:22]([CH3:23])[C:17]([C@@H:9]1[CH2:10][C:11]2[C:16](=[CH:15][CH:14]=[CH:13][CH:12]=2)[NH:8]1)=[O:19]. Given the reactants C(OC([N:8]1[C:16]2[C:11](=[CH:12][CH:13]=[CH:14][CH:15]=2)[CH2:10][C@H:9]1[C:17]([OH:19])=O)=O)(C)(C)C.[CH2:20]([N:22](CC)[CH2:23]C)C.F[P-](F)(F)(F)(F)F.N1(O[P+](N(C)C)(N(C)C)N(C)C)C2C=CC=CC=2N=N1.CNC, predict the reaction product. (7) The product is: [NH2:27][C:26]1[CH:25]=[C:24]([C:2]2[CH:10]=[CH:9][C:8]([C:11]([NH2:13])=[O:12])=[C:7]3[C:3]=2[CH:4]=[C:5]([CH:14]=[CH2:15])[NH:6]3)[CH:30]=[CH:29][CH:28]=1. Given the reactants Br[C:2]1[CH:10]=[CH:9][C:8]([C:11]([NH2:13])=[O:12])=[C:7]2[C:3]=1[CH:4]=[C:5]([CH:14]=[CH2:15])[NH:6]2.CC1(C)C(C)(C)OB([C:24]2[CH:25]=[C:26]([CH:28]=[CH:29][CH:30]=2)[NH2:27])O1.C([O-])([O-])=O.[Na+].[Na+], predict the reaction product.